From a dataset of Human Reference Interactome with 51,813 positive PPI pairs across 8,248 proteins, plus equal number of experimentally-validated negative pairs. Binary Classification. Given two protein amino acid sequences, predict whether they physically interact or not. Protein 1 (ENSG00000019582) has sequence MHRRRSRSCREDQKPVMDDQRDLISNNEQLPMLGRRPGAPESKCSRGALYTGFSILVTLLLAGQATTAYFLYQQQGRLDKLTVTSQNLQLENLRMKLPKPPKPVSKMRMATPLLMQALPMGALPQGPMQNATKYGNMTEDHVMHLLQNADPLKVYPPLKGSFPENLRHLKNTMETIDWKVFESWMHHWLLFEMSRHSLEQKPTDAPPKVLTKCQEEVSHIPAVHPGSFRPKCDENGNYLPLQCYGSIGYCWCVFPNGTEVPNTRSRGHHNCSESLELEDPSSGLGVTKQDLGPVPM*MHR.... Protein 2 (ENSG00000153551) has sequence MSHGAGLVRTTCSSGSALGPGAGAAQPSASPLEGLLDLSYPRTHAALLKVAQMVTLLIAFICVRSSLWTNYSAYSYFEVVTICDLIMILAFYLVHLFRFYRVLTCISWPLSELLHYLIGTLLLLIASIVAASKSYNQSGLVAGAIFGFMATFLCMASIWLSYKISCVTQSTDAAV*MSHGAGLVRTTCSSGSALGPGAGAAQPSASPLEGLLDLSYPRTHAALLKVAQMVTLLIAFICVRSSLWTNYSAYSYFEVVTICDLIMILAFYLVHLFRFYRVLTCISWPLSIFGFMATFLCMAS.... Result: 1 (the proteins interact).